From a dataset of Full USPTO retrosynthesis dataset with 1.9M reactions from patents (1976-2016). Predict the reactants needed to synthesize the given product. (1) Given the product [F:1][C:2]1[CH:7]=[CH:6][C:5]([F:8])=[CH:4][C:3]=1[C@H:9]1[CH2:13][CH2:12][CH2:11][N:10]1[C:14]1[CH:19]=[CH:18][N:17]2[N:20]=[CH:21][C:22]([NH2:23])=[C:16]2[N:15]=1, predict the reactants needed to synthesize it. The reactants are: [F:1][C:2]1[CH:7]=[CH:6][C:5]([F:8])=[CH:4][C:3]=1[C@H:9]1[CH2:13][CH2:12][CH2:11][N:10]1[C:14]1[CH:19]=[CH:18][N:17]2[N:20]=[CH:21][C:22]([N+:23]([O-])=O)=[C:16]2[N:15]=1.CO.C(Cl)Cl.[NH4+].[Cl-]. (2) Given the product [F:9][C:7]1[CH:6]=[CH:5][C:4]([N+:10]([O-:12])=[O:11])=[C:3]([CH2:2][S:14][CH3:13])[CH:8]=1, predict the reactants needed to synthesize it. The reactants are: Br[CH2:2][C:3]1[CH:8]=[C:7]([F:9])[CH:6]=[CH:5][C:4]=1[N+:10]([O-:12])=[O:11].[CH3:13][S-:14].[Na+]. (3) Given the product [P:37]([OH:41])([OH:40])([OH:39])=[O:38].[Cl:1][C:2]1[CH:7]=[CH:6][CH:5]=[C:4]([F:8])[C:3]=1[NH:9][C:10]1[NH:11][C:12]2[C:18]3[CH2:19][C:20]([CH3:22])([CH3:23])[O:21][C:17]=3[C:16]([C:24]([NH:26][C:27]3[CH:28]=[CH:29][C:30]([C:33]([F:35])([F:36])[F:34])=[CH:31][CH:32]=3)=[O:25])=[CH:15][C:13]=2[N:14]=1, predict the reactants needed to synthesize it. The reactants are: [Cl:1][C:2]1[CH:7]=[CH:6][CH:5]=[C:4]([F:8])[C:3]=1[NH:9][C:10]1[NH:11][C:12]2[C:18]3[CH2:19][C:20]([CH3:23])([CH3:22])[O:21][C:17]=3[C:16]([C:24]([NH:26][C:27]3[CH:32]=[CH:31][C:30]([C:33]([F:36])([F:35])[F:34])=[CH:29][CH:28]=3)=[O:25])=[CH:15][C:13]=2[N:14]=1.[P:37](=[O:41])([OH:40])([OH:39])[OH:38]. (4) Given the product [N+:7]([C:6]1[CH:5]=[CH:4][C:3]([O:10][CH:14]([C:19](=[O:21])[CH3:20])[C:15]([O:17][CH3:18])=[O:16])=[CH:2][CH:1]=1)([O-:9])=[O:8], predict the reactants needed to synthesize it. The reactants are: [CH:1]1[C:6]([N+:7]([O-:9])=[O:8])=[CH:5][CH:4]=[C:3]([OH:10])[CH:2]=1.[H-].[Na+].Cl[CH:14]([C:19](=[O:21])[CH3:20])[C:15]([O:17][CH3:18])=[O:16].Cl. (5) The reactants are: [CH3:1][C:2]1[C@@H:19]([O:20][C:21]([C@H:23]([OH:39])[C@@H:24]([NH:31][C:32]([O:34][C:35]([CH3:38])([CH3:37])[CH3:36])=[O:33])[C:25]2[CH:26]=[CH:27][CH:28]=[CH:29][CH:30]=2)=[O:22])[CH2:18][C@:14]2([OH:40])[C:15]([CH3:17])([CH3:16])[C:3]=1[C@@H:4]([OH:58])[C:5]([C@@:7]1([CH3:57])[C@H:12]([C@@H:13]2[O:41][C:42]([C:44]2[CH:45]=[CH:46][CH:47]=[CH:48][CH:49]=2)=[O:43])[C@:11]2([O:52][C:53]([CH3:55])=[O:54])[CH2:50][O:51][C@@H:10]2[CH2:9][C@@H:8]1[OH:56])=[O:6].[OH2:59].S([O-])([O-])(=O)=[O:61].[Al+3].[K+].S([O-])([O-])(=O)=[O:68]. Given the product [CH3:1][C:2]1[C@@H:19]([O:20][C:21]([C@H:23]([OH:39])[C@@H:24]([NH:31][C:32]([O:34][C:35]([CH3:36])([CH3:37])[CH3:38])=[O:33])[C:25]2[CH:30]=[CH:29][CH:28]=[CH:27][CH:26]=2)=[O:22])[CH2:18][C@@:14]2([OH:40])[C:15]([CH3:16])([CH3:17])[C:3]=1[C@@H:4]([OH:58])[C:5]([C@@:7]1([CH3:57])[C@H:12]([C@@H:13]2[O:41][C:42]([C:44]2[CH:45]=[CH:46][CH:47]=[CH:48][CH:49]=2)=[O:43])[C@:11]2([O:52][C:53]([CH3:55])=[O:54])[CH2:50][O:51][C@@H:10]2[CH2:9][C@@H:8]1[OH:56])=[O:6].[OH2:61].[OH2:68].[OH2:59], predict the reactants needed to synthesize it. (6) Given the product [F:24][C:25]1[CH:30]=[CH:29][C:28]([C:31]([F:34])([F:33])[F:32])=[CH:27][C:26]=1[NH:35][C:36]([NH:1][C:2]1[C:11]2[C:6](=[CH:7][CH:8]=[CH:9][CH:10]=2)[C:5]([O:12][C:13]2[C:22]3[NH:21][C:20](=[O:23])[CH:19]=[N:18][C:17]=3[N:16]=[CH:15][CH:14]=2)=[CH:4][CH:3]=1)=[O:37], predict the reactants needed to synthesize it. The reactants are: [NH2:1][C:2]1[C:11]2[C:6](=[CH:7][CH:8]=[CH:9][CH:10]=2)[C:5]([O:12][C:13]2[C:22]3[NH:21][C:20](=[O:23])[CH:19]=[N:18][C:17]=3[N:16]=[CH:15][CH:14]=2)=[CH:4][CH:3]=1.[F:24][C:25]1[CH:30]=[CH:29][C:28]([C:31]([F:34])([F:33])[F:32])=[CH:27][C:26]=1[N:35]=[C:36]=[O:37].